Dataset: Full USPTO retrosynthesis dataset with 1.9M reactions from patents (1976-2016). Task: Predict the reactants needed to synthesize the given product. (1) Given the product [O:9]1[CH:13]=[CH:12][C:11]([C:4]2[N:3]=[C:2]([NH2:1])[CH:7]=[CH:6][CH:5]=2)=[CH:10]1, predict the reactants needed to synthesize it. The reactants are: [NH2:1][C:2]1[CH:7]=[CH:6][CH:5]=[C:4](Cl)[N:3]=1.[O:9]1[CH:13]=[CH:12][C:11](B(O)O)=[CH:10]1. (2) The reactants are: [Br:1][C:2]1[CH:3]=[C:4]2[C:9](=[CH:10][CH:11]=1)[N:8]=[C:7](Cl)[C:6]1[C:13](=[O:20])[C:14]3[C:19]([C:5]2=1)=[CH:18][CH:17]=[CH:16][CH:15]=3.[NH:21]1[CH:25]=[CH:24][N:23]=[CH:22]1.O. Given the product [Br:1][C:2]1[CH:3]=[C:4]2[C:9](=[CH:10][CH:11]=1)[N:8]=[C:7]([N:21]1[CH:25]=[CH:24][N:23]=[CH:22]1)[C:6]1[C:13](=[O:20])[C:14]3[C:19]([C:5]2=1)=[CH:18][CH:17]=[CH:16][CH:15]=3, predict the reactants needed to synthesize it. (3) Given the product [Cl:1][C:2]1[CH:3]=[C:4]2[C:8](=[C:9]([NH:11][CH:12]3[CH2:16][CH2:15][CH2:14][CH2:13]3)[CH:10]=1)[NH:7][C:6]([C:17]1[S:18][CH2:19][C@@H:20]([CH2:22][CH2:23][C:24]([NH:27][CH2:28][CH2:29][N:30]3[CH2:35][CH2:34][O:33][CH2:32][CH2:31]3)=[O:26])[N:21]=1)=[CH:5]2, predict the reactants needed to synthesize it. The reactants are: [Cl:1][C:2]1[CH:3]=[C:4]2[C:8](=[C:9]([NH:11][CH:12]3[CH2:16][CH2:15][CH2:14][CH2:13]3)[CH:10]=1)[NH:7][C:6]([C:17]1[S:18][CH2:19][C@@H:20]([CH2:22][CH2:23][C:24]([OH:26])=O)[N:21]=1)=[CH:5]2.[NH2:27][CH2:28][CH2:29][N:30]1[CH2:35][CH2:34][O:33][CH2:32][CH2:31]1. (4) Given the product [Cl:1][C:2]1[CH:7]=[CH:6][C:5]([C:8]2[N:12]([CH2:26][C:27]3[CH:28]=[C:29]([C:30]([O:32][CH3:33])=[O:31])[CH:34]=[CH:35][CH:36]=3)[C:11](=[O:13])[N:10]([CH2:14][C:15]([O:17][CH3:18])=[O:16])[N:9]=2)=[CH:4][CH:3]=1, predict the reactants needed to synthesize it. The reactants are: [Cl:1][C:2]1[CH:7]=[CH:6][C:5]([C:8]2[NH:12][C:11](=[O:13])[N:10]([CH2:14][C:15]([O:17][CH3:18])=[O:16])[N:9]=2)=[CH:4][CH:3]=1.C(=O)([O-])[O-].[Cs+].[Cs+].Br[CH2:26][C:27]1[CH:28]=[C:29]([CH:34]=[CH:35][CH:36]=1)[C:30]([O:32][CH3:33])=[O:31]. (5) Given the product [F:15][C:16]([S:22][C:21]([F:36])([F:35])[F:20])([F:19])[F:18], predict the reactants needed to synthesize it. The reactants are: SCCCCCCCCCCCO.N.[F:15][C:16]([F:19])([F:18])I.[F:20][C:21]([F:36])([F:35])[S:22]CCCCCCCCCCCO. (6) The reactants are: [C:1]([O:5][C:6](=[O:18])[NH:7][C:8]1[CH:13]=[C:12]([C:14]#[N:15])[CH:11]=[C:10](Br)[C:9]=1[Cl:17])([CH3:4])([CH3:3])[CH3:2].[Si:19]([O:26][CH:27]1[CH2:32][CH2:31][NH:30][CH2:29][CH2:28]1)([C:22]([CH3:25])([CH3:24])[CH3:23])([CH3:21])[CH3:20].C(=O)([O-])[O-].[Cs+].[Cs+].C1C=CC(P(C2C(C3C(P(C4C=CC=CC=4)C4C=CC=CC=4)=CC=C4C=3C=CC=C4)=C3C(C=CC=C3)=CC=2)C2C=CC=CC=2)=CC=1. Given the product [C:1]([O:5][C:6](=[O:18])[NH:7][C:8]1[CH:13]=[C:12]([C:14]#[N:15])[CH:11]=[C:10]([N:30]2[CH2:31][CH2:32][CH:27]([O:26][Si:19]([C:22]([CH3:25])([CH3:24])[CH3:23])([CH3:20])[CH3:21])[CH2:28][CH2:29]2)[C:9]=1[Cl:17])([CH3:4])([CH3:3])[CH3:2], predict the reactants needed to synthesize it. (7) The reactants are: [N:1]1[CH:6]=[CH:5][C:4]([CH2:7]N)=[CH:3][CH:2]=1.[F:9][C:10]1[CH:17]=[CH:16][C:13]([CH:14]=O)=[CH:12][CH:11]=1.[BH3-][C:19]#[N:20].[Na+]. Given the product [F:9][C:10]1[CH:17]=[CH:16][C:13]([CH2:14][N:20]([CH2:19][C:13]2[CH:16]=[CH:17][C:10]([F:9])=[CH:11][CH:12]=2)[CH2:7][C:4]2[CH:5]=[CH:6][N:1]=[CH:2][CH:3]=2)=[CH:12][CH:11]=1, predict the reactants needed to synthesize it.